Predict which catalyst facilitates the given reaction. From a dataset of Catalyst prediction with 721,799 reactions and 888 catalyst types from USPTO. Reactant: [O:1]1[CH2:5][CH2:4][CH:3]([C:6]([C:8]2[N:13]=[C:12]([NH:14][C:15](=[O:20])[C:16]([CH3:19])([CH3:18])[CH3:17])[CH:11]=[CH:10][CH:9]=2)=[O:7])[CH2:2]1.[BH4-].[Na+]. Product: [OH:7][CH:6]([CH:3]1[CH2:4][CH2:5][O:1][CH2:2]1)[C:8]1[N:13]=[C:12]([NH:14][C:15](=[O:20])[C:16]([CH3:17])([CH3:18])[CH3:19])[CH:11]=[CH:10][CH:9]=1. The catalyst class is: 8.